Dataset: Full USPTO retrosynthesis dataset with 1.9M reactions from patents (1976-2016). Task: Predict the reactants needed to synthesize the given product. (1) Given the product [F:1][C:2]1[CH:3]=[CH:4][C:5]([C:8]2[O:9][CH:10]=[C:11]([C:13]3([C:14]#[N:15])[CH2:23][CH2:22][N:20]([CH3:21])[CH2:19][CH2:18]3)[N:12]=2)=[CH:6][CH:7]=1, predict the reactants needed to synthesize it. The reactants are: [F:1][C:2]1[CH:7]=[CH:6][C:5]([C:8]2[O:9][CH:10]=[C:11]([CH2:13][C:14]#[N:15])[N:12]=2)=[CH:4][CH:3]=1.Cl.Cl[CH2:18][CH2:19][N:20]([CH2:22][CH2:23]Cl)[CH3:21]. (2) Given the product [CH3:13][N:14]1[CH2:19][CH2:18][N:17]([C:2]2[CH:7]=[CH:6][N:5]=[C:4]([C:8]3[CH:12]=[CH:11][S:10][CH:9]=3)[CH:3]=2)[CH2:16][CH2:15]1, predict the reactants needed to synthesize it. The reactants are: Cl[C:2]1[CH:7]=[CH:6][N:5]=[C:4]([C:8]2[CH:12]=[CH:11][S:10][CH:9]=2)[CH:3]=1.[CH3:13][N:14]1[CH2:19][CH2:18][NH:17][CH2:16][CH2:15]1.CC(O)C. (3) Given the product [N+:10]([C:7]1[CH:8]=[CH:9][C:4]([C:3]([OH:19])=[O:2])=[CH:5][C:6]=1[O:13][CH:14]1[CH2:18][CH2:17][O:16][CH2:15]1)([O-:12])=[O:11], predict the reactants needed to synthesize it. The reactants are: C[O:2][C:3](=[O:19])[C:4]1[CH:9]=[CH:8][C:7]([N+:10]([O-:12])=[O:11])=[C:6]([O:13][CH:14]2[CH2:18][CH2:17][O:16][CH2:15]2)[CH:5]=1.[OH-].[Li+].